From a dataset of Full USPTO retrosynthesis dataset with 1.9M reactions from patents (1976-2016). Predict the reactants needed to synthesize the given product. (1) Given the product [C:1]1([CH3:20])[CH:2]=[CH:3][C:4]([CH:7]2[C:11]3[NH:12][C:13]([C:15]([OH:17])=[O:16])=[CH:14][C:10]=3[CH2:9][CH2:8]2)=[CH:5][CH:6]=1, predict the reactants needed to synthesize it. The reactants are: [C:1]1([CH3:20])[CH:6]=[CH:5][C:4]([CH:7]2[C:11]3[NH:12][C:13]([C:15]([O:17]CC)=[O:16])=[CH:14][C:10]=3[CH2:9][CH2:8]2)=[CH:3][CH:2]=1.[OH-].[Na+].CO. (2) Given the product [C:1]([O:5][C:6](=[O:39])[NH:7][C:8]1([C:12]2[CH:17]=[CH:16][C:15]([C:18]3[C:19]([C:33]4[CH:38]=[CH:37][CH:36]=[CH:35][CH:34]=4)=[CH:20][C:21]4[N:26]([CH2:27][CH2:28][F:75])[C:25](=[O:31])[CH2:24][O:23][C:22]=4[N:32]=3)=[CH:14][CH:13]=2)[CH2:11][CH2:10][CH2:9]1)([CH3:4])([CH3:3])[CH3:2], predict the reactants needed to synthesize it. The reactants are: [C:1]([O:5][C:6](=[O:39])[NH:7][C:8]1([C:12]2[CH:17]=[CH:16][C:15]([C:18]3[C:19]([C:33]4[CH:38]=[CH:37][CH:36]=[CH:35][CH:34]=4)=[CH:20][C:21]4[N:26]([CH2:27][CH2:28]C#N)[C:25](=[O:31])[CH2:24][O:23][C:22]=4[N:32]=3)=[CH:14][CH:13]=2)[CH2:11][CH2:10][CH2:9]1)([CH3:4])([CH3:3])[CH3:2].O=C1COC2N=C(C3C=CC(C4(NC(=O)OC(C)(C)C)CCC4)=CC=3)C(C3C=CC=CC=3)=CC=2N1.[F:75]CCI.